Dataset: Peptide-MHC class I binding affinity with 185,985 pairs from IEDB/IMGT. Task: Regression. Given a peptide amino acid sequence and an MHC pseudo amino acid sequence, predict their binding affinity value. This is MHC class I binding data. (1) The peptide sequence is VSFIEFVGW. The MHC is HLA-A30:01 with pseudo-sequence HLA-A30:01. The binding affinity (normalized) is 0.213. (2) The peptide sequence is KYLFSPNML. The MHC is HLA-A23:01 with pseudo-sequence HLA-A23:01. The binding affinity (normalized) is 0.824. (3) The peptide sequence is QDFTEVQL. The MHC is Mamu-B01 with pseudo-sequence Mamu-B01. The binding affinity (normalized) is 0.301. (4) The peptide sequence is KRWLLISL. The MHC is HLA-A02:06 with pseudo-sequence HLA-A02:06. The binding affinity (normalized) is 0.255. (5) The peptide sequence is YEQYECLTD. The MHC is HLA-A02:01 with pseudo-sequence HLA-A02:01. The binding affinity (normalized) is 0.0847. (6) The binding affinity (normalized) is 0.574. The peptide sequence is VRFANELSF. The MHC is HLA-B27:05 with pseudo-sequence HLA-B27:05. (7) The peptide sequence is RRIFDLIEL. The MHC is HLA-A30:01 with pseudo-sequence HLA-A30:01. The binding affinity (normalized) is 0.213. (8) The peptide sequence is RVDKLTQGR. The MHC is HLA-B18:01 with pseudo-sequence HLA-B18:01. The binding affinity (normalized) is 0.0847. (9) The peptide sequence is RTRLYDYFTR. The MHC is HLA-A68:01 with pseudo-sequence HLA-A68:01. The binding affinity (normalized) is 0.327. (10) The binding affinity (normalized) is 0.466. The peptide sequence is EISGSSARY. The MHC is SLA-10401 with pseudo-sequence SLA-10401.